This data is from Forward reaction prediction with 1.9M reactions from USPTO patents (1976-2016). The task is: Predict the product of the given reaction. (1) Given the reactants [CH2:1]([C:3]1[CH:4]=[C:5]([N:9]([CH2:19][C:20]2[N:21]([CH3:31])[N:22]=[C:23]([C:25]3[CH:30]=[CH:29][CH:28]=[CH:27][CH:26]=3)[N:24]=2)[C:10]2[CH:17]=[CH:16][C:13]([C:14]#[N:15])=[CH:12][C:11]=2F)[CH:6]=[CH:7][CH:8]=1)[CH3:2].C(C1C=CC([F:54])=C(C(C2N(C)N=C(C3C=CC=CC=3)N=2)O)C=1)C, predict the reaction product. The product is: [CH2:1]([C:3]1[CH:8]=[CH:7][C:6]([F:54])=[C:5]([N:9]([CH2:19][C:20]2[N:21]([CH3:31])[N:22]=[C:23]([C:25]3[CH:26]=[CH:27][CH:28]=[CH:29][CH:30]=3)[N:24]=2)[C:10]2[CH:11]=[CH:12][C:13]([C:14]#[N:15])=[CH:16][CH:17]=2)[CH:4]=1)[CH3:2]. (2) Given the reactants Br[C:2]1[C:3]([Cl:18])=[C:4]([NH:10][C:11](=[O:17])[O:12][C:13]([CH3:16])([CH3:15])[CH3:14])[CH:5]=[C:6]([C:8]#[N:9])[CH:7]=1.[Si:19]([O:26][C@H:27]1[C@H:32]([N:33]2[CH2:38][CH2:37][O:36][CH2:35][CH2:34]2)[CH2:31][CH2:30][NH:29][CH2:28]1)([C:22]([CH3:25])([CH3:24])[CH3:23])([CH3:21])[CH3:20].C1(P(C2C=CC=CC=2)C2C=CC3C(=CC=CC=3)C=2C2C3C(=CC=CC=3)C=CC=2P(C2C=CC=CC=2)C2C=CC=CC=2)C=CC=CC=1.C(=O)([O-])[O-].[Cs+].[Cs+], predict the reaction product. The product is: [C:13]([O:12][C:11](=[O:17])[NH:10][C:4]1[CH:5]=[C:6]([C:8]#[N:9])[CH:7]=[C:2]([N:29]2[CH2:30][CH2:31][C@@H:32]([N:33]3[CH2:38][CH2:37][O:36][CH2:35][CH2:34]3)[C@H:27]([O:26][Si:19]([C:22]([CH3:25])([CH3:24])[CH3:23])([CH3:20])[CH3:21])[CH2:28]2)[C:3]=1[Cl:18])([CH3:16])([CH3:15])[CH3:14].